This data is from Catalyst prediction with 721,799 reactions and 888 catalyst types from USPTO. The task is: Predict which catalyst facilitates the given reaction. (1) Reactant: O[CH:2]1[CH:7]([CH2:8][CH2:9][O:10][CH:11]([C:18]2[CH:23]=[CH:22][CH:21]=[CH:20][CH:19]=2)[C:12]2[CH:17]=[CH:16][CH:15]=[CH:14][CH:13]=2)[CH2:6][CH2:5][N:4]([CH2:24][C:25]2[CH:30]=[CH:29][C:28]([F:31])=[CH:27][CH:26]=2)[CH2:3]1.C(N(CC)CC)C.[C:39](Cl)(=[O:42])[CH2:40][CH3:41].O. Product: [C:39]([C@H:2]1[C@H:7]([CH2:8][CH2:9][O:10][CH:11]([C:18]2[CH:23]=[CH:22][CH:21]=[CH:20][CH:19]=2)[C:12]2[CH:13]=[CH:14][CH:15]=[CH:16][CH:17]=2)[CH2:6][CH2:5][N:4]([CH2:24][C:25]2[CH:26]=[CH:27][C:28]([F:31])=[CH:29][CH:30]=2)[CH2:3]1)(=[O:42])[CH2:40][CH3:41]. The catalyst class is: 2. (2) Reactant: C(N(CC)CC)C.[CH:8]([C:10]1[C:18]2[C:13](=[CH:14][CH:15]=[CH:16][CH:17]=2)[N:12](C(OC(C)(C)C)=O)[CH:11]=1)=[O:9].[CH3:26][O:27][C:28]1[CH:29]=[C:30]([CH:35]=[C:36]([N:38]=[CH:39][C:40]2[CH:45]=[N:44][C:43]([O:46][CH3:47])=[CH:42][N:41]=2)[CH:37]=1)[O:31][CH2:32][CH2:33][OH:34]. Product: [OH:34][CH2:33][CH2:32][O:31][C:30]1[CH:35]=[C:36]([NH:38][CH:39]([C:40]2[CH:45]=[N:44][C:43]([O:46][CH3:47])=[CH:42][N:41]=2)[C:8]([C:10]2[C:18]3[C:13](=[CH:14][CH:15]=[CH:16][CH:17]=3)[NH:12][CH:11]=2)=[O:9])[CH:37]=[C:28]([O:27][CH3:26])[CH:29]=1. The catalyst class is: 433. (3) Reactant: [CH3:1][O:2][CH2:3][O:4][C:5]1[CH:6]=[C:7]([CH:10]=[CH:11][C:12]=1[C:13]1[CH:18]=[CH:17][CH:16]=[CH:15][N:14]=1)[C:8]#[N:9].[H-].[H-].[H-].[H-].[Li+].[Al+3]. Product: [CH3:1][O:2][CH2:3][O:4][C:5]1[CH:6]=[C:7]([CH:10]=[CH:11][C:12]=1[C:13]1[CH:18]=[CH:17][CH:16]=[CH:15][N:14]=1)[CH2:8][NH2:9]. The catalyst class is: 28.